Dataset: Forward reaction prediction with 1.9M reactions from USPTO patents (1976-2016). Task: Predict the product of the given reaction. (1) Given the reactants [F:1][C:2]([F:14])([F:13])[S:3][C:4]1[CH:12]=[CH:11][C:7]([C:8]([OH:10])=O)=[CH:6][CH:5]=1.[NH:15]1[C:23]2[C:18](=[CH:19][C:20]([CH2:24][NH2:25])=[CH:21][CH:22]=2)[CH:17]=[CH:16]1.N, predict the reaction product. The product is: [NH:15]1[C:23]2[C:18](=[CH:19][C:20]([CH2:24][NH:25][C:8](=[O:10])[C:7]3[CH:6]=[CH:5][C:4]([S:3][C:2]([F:1])([F:14])[F:13])=[CH:12][CH:11]=3)=[CH:21][CH:22]=2)[CH:17]=[CH:16]1. (2) Given the reactants [CH3:1][C:2]([CH3:5])([O-])[CH3:3].[K+].[C:7](O)(=O)[CH2:8]C([CH2:14][C:15]([OH:17])=[O:16])(C(O)=O)O, predict the reaction product. The product is: [CH3:1][CH2:2][O:17][C:15]([CH3:14])=[O:16].[CH3:7][CH2:8][CH2:1][CH:2]([CH3:5])[CH3:3]. (3) Given the reactants [N:1]1[CH:6]=[CH:5][C:4]([C:7]2[S:11][C:10]([C:12]([OH:14])=O)=[CH:9][CH:8]=2)=[CH:3][CH:2]=1.[F:15][C:16]([F:27])([F:26])[O:17][C:18]1[CH:23]=[CH:22][CH:21]=[CH:20][C:19]=1[CH2:24][NH2:25], predict the reaction product. The product is: [F:15][C:16]([F:26])([F:27])[O:17][C:18]1[CH:23]=[CH:22][CH:21]=[CH:20][C:19]=1[CH2:24][NH:25][C:12]([C:10]1[S:11][C:7]([C:4]2[CH:3]=[CH:2][N:1]=[CH:6][CH:5]=2)=[CH:8][CH:9]=1)=[O:14]. (4) Given the reactants C1C=CC2N(O)N=NC=2C=1.[O:11]=[C:12]([N:17]1[CH2:22][CH2:21][N:20]([C:23](=[O:34])[C:24]2[CH:29]=[CH:28][CH:27]=[CH:26][C:25]=2[C:30]([F:33])([F:32])[F:31])[CH2:19][CH2:18]1)[CH2:13][C:14](O)=[O:15].CCN=C=NCCCN(C)C.Cl.[NH2:47][C:48]1[CH:49]=[CH:50][C:51]2[O:55][C:54](=[O:56])[NH:53][C:52]=2[CH:57]=1, predict the reaction product. The product is: [O:11]=[C:12]([N:17]1[CH2:18][CH2:19][N:20]([C:23](=[O:34])[C:24]2[CH:29]=[CH:28][CH:27]=[CH:26][C:25]=2[C:30]([F:33])([F:32])[F:31])[CH2:21][CH2:22]1)[CH2:13][C:14]([NH:47][C:48]1[CH:49]=[CH:50][C:51]2[O:55][C:54](=[O:56])[NH:53][C:52]=2[CH:57]=1)=[O:15]. (5) Given the reactants [C:1]([O:5][C:6]([NH:8][CH:9]1[C:27](=[O:28])[N:26]2[CH:22]([CH2:23][CH:24]([O:29][Si:30]([C:33]([CH3:36])([CH3:35])[CH3:34])([CH3:32])[CH3:31])[CH2:25]2)[C:21](=[O:37])[NH:20][C:19]2([C:38]([OH:40])=O)[CH:17]([CH2:18]2)[CH:16]=[CH:15][CH2:14][CH2:13][CH2:12][CH2:11][CH2:10]1)=[O:7])([CH3:4])([CH3:3])[CH3:2].C1N=CN(C(N2C=NC=C2)=O)C=1.[CH:53]1([S:56]([NH2:59])(=[O:58])=[O:57])[CH2:55][CH2:54]1.C1CCN2C(=NCCC2)CC1, predict the reaction product. The product is: [C:1]([O:5][C:6](=[O:7])[NH:8][CH:9]1[C:27](=[O:28])[N:26]2[CH:22]([CH2:23][CH:24]([O:29][Si:30]([C:33]([CH3:35])([CH3:36])[CH3:34])([CH3:31])[CH3:32])[CH2:25]2)[C:21](=[O:37])[NH:20][C:19]2([C:38]([NH:59][S:56]([CH:53]3[CH2:55][CH2:54]3)(=[O:58])=[O:57])=[O:40])[CH:17]([CH2:18]2)[CH:16]=[CH:15][CH2:14][CH2:13][CH2:12][CH2:11][CH2:10]1)([CH3:3])([CH3:4])[CH3:2].